The task is: Regression. Given two drug SMILES strings and cell line genomic features, predict the synergy score measuring deviation from expected non-interaction effect.. This data is from NCI-60 drug combinations with 297,098 pairs across 59 cell lines. (1) Drug 1: C1CC(=O)NC(=O)C1N2CC3=C(C2=O)C=CC=C3N. Drug 2: C1CCC(C(C1)N)N.C(=O)(C(=O)[O-])[O-].[Pt+4]. Cell line: SNB-75. Synergy scores: CSS=8.42, Synergy_ZIP=-3.54, Synergy_Bliss=-1.49, Synergy_Loewe=1.46, Synergy_HSA=1.16. (2) Drug 1: C1=NC2=C(N=C(N=C2N1C3C(C(C(O3)CO)O)F)Cl)N. Drug 2: C1CN(P(=O)(OC1)NCCCl)CCCl. Cell line: T-47D. Synergy scores: CSS=2.27, Synergy_ZIP=-1.54, Synergy_Bliss=-3.34, Synergy_Loewe=-4.12, Synergy_HSA=-5.28. (3) Drug 2: CC(C)NC(=O)C1=CC=C(C=C1)CNNC.Cl. Cell line: UACC-257. Synergy scores: CSS=2.32, Synergy_ZIP=-3.10, Synergy_Bliss=2.11, Synergy_Loewe=-8.04, Synergy_HSA=-3.69. Drug 1: C1=NC2=C(N1)C(=S)N=CN2. (4) Drug 1: CC1C(C(CC(O1)OC2CC(CC3=C2C(=C4C(=C3O)C(=O)C5=C(C4=O)C(=CC=C5)OC)O)(C(=O)CO)O)N)O.Cl. Drug 2: COC1=CC(=CC(=C1O)OC)C2C3C(COC3=O)C(C4=CC5=C(C=C24)OCO5)OC6C(C(C7C(O6)COC(O7)C8=CC=CS8)O)O. Cell line: TK-10. Synergy scores: CSS=40.0, Synergy_ZIP=-1.05, Synergy_Bliss=-0.397, Synergy_Loewe=-1.45, Synergy_HSA=1.68. (5) Drug 1: CC(CN1CC(=O)NC(=O)C1)N2CC(=O)NC(=O)C2. Drug 2: CN(CCCl)CCCl.Cl. Cell line: OVCAR3. Synergy scores: CSS=12.6, Synergy_ZIP=-6.76, Synergy_Bliss=-1.63, Synergy_Loewe=-8.54, Synergy_HSA=-1.94.